Dataset: Peptide-MHC class I binding affinity with 185,985 pairs from IEDB/IMGT. Task: Regression. Given a peptide amino acid sequence and an MHC pseudo amino acid sequence, predict their binding affinity value. This is MHC class I binding data. (1) The peptide sequence is KSLFNTVAVLY. The MHC is HLA-B18:01 with pseudo-sequence HLA-B18:01. The binding affinity (normalized) is 0.340. (2) The peptide sequence is ALNDMGKVRK. The MHC is HLA-A03:01 with pseudo-sequence HLA-A03:01. The binding affinity (normalized) is 0.667. (3) The peptide sequence is YQRALHTSI. The MHC is HLA-B58:01 with pseudo-sequence HLA-B58:01. The binding affinity (normalized) is 0.0847. (4) The peptide sequence is MSNPFGAL. The MHC is H-2-Db with pseudo-sequence H-2-Db. The binding affinity (normalized) is 0.0926. (5) The MHC is HLA-A31:01 with pseudo-sequence HLA-A31:01. The peptide sequence is SNIQFNISK. The binding affinity (normalized) is 0.310. (6) The peptide sequence is LLLSVYGIY. The MHC is Mamu-A02 with pseudo-sequence Mamu-A02. The binding affinity (normalized) is 0.406. (7) The peptide sequence is FALKKLIIDR. The MHC is HLA-A31:01 with pseudo-sequence HLA-A31:01. The binding affinity (normalized) is 0.355.